This data is from Catalyst prediction with 721,799 reactions and 888 catalyst types from USPTO. The task is: Predict which catalyst facilitates the given reaction. (1) Reactant: [OH:1][C:2]1[CH:3]=[C:4]([CH3:12])[C:5]([C:8]([O:10][CH3:11])=[O:9])=[N:6][CH:7]=1.C1(P(C2C=CC=CC=2)C2C=CC=CC=2)C=CC=CC=1.[O:32]1[CH:36]=[CH:35][N:34]=[C:33]1[CH:37](O)[CH3:38].N(C(OC(C)C)=O)=NC(OC(C)C)=O. The catalyst class is: 36. Product: [CH3:12][C:4]1[C:5]([C:8]([O:10][CH3:11])=[O:9])=[N:6][CH:7]=[C:2]([O:1][C@H:37]([C:33]2[O:32][CH:36]=[CH:35][N:34]=2)[CH3:38])[CH:3]=1. (2) Reactant: C(OC(=O)[NH:7][CH:8]([C:33]1[CH:38]=[CH:37][CH:36]=[CH:35][CH:34]=1)[CH2:9][C:10](=[O:32])[NH:11][CH2:12][C@H:13]1[CH2:18][CH2:17][C@H:16]([C:19]([N:21]2[CH2:26][CH2:25][N:24]([C:27](=[O:31])[CH:28]([CH3:30])[CH3:29])[CH2:23][CH2:22]2)=[O:20])[CH2:15][CH2:14]1)(C)(C)C.OS(O)(=O)=O. Product: [NH2:7][CH:8]([C:33]1[CH:34]=[CH:35][CH:36]=[CH:37][CH:38]=1)[CH2:9][C:10]([NH:11][CH2:12][C@H:13]1[CH2:18][CH2:17][C@H:16]([C:19]([N:21]2[CH2:26][CH2:25][N:24]([C:27](=[O:31])[CH:28]([CH3:30])[CH3:29])[CH2:23][CH2:22]2)=[O:20])[CH2:15][CH2:14]1)=[O:32]. The catalyst class is: 797.